From a dataset of Reaction yield outcomes from USPTO patents with 853,638 reactions. Predict the reaction yield, written as a fraction of the theoretical maximum amount of product (1.0 means a 100% yield; for example, 0.34 means a 34% yield). The product is [OH:8][CH:9]1[C:17]2[C:12](=[C:13]([C:18]3[O:22][C:21]([C:23]4[CH:24]=[CH:25][C:26]([O:31][CH:32]([CH3:34])[CH3:33])=[C:27]([CH:30]=4)[C:28]#[N:29])=[N:20][CH:19]=3)[CH:14]=[CH:15][CH:16]=2)[CH2:11][CH2:10]1. The yield is 0.630. The catalyst is C1COCC1. The reactants are [Si]([O:8][CH:9]1[C:17]2[C:12](=[C:13]([C:18]3[O:22][C:21]([C:23]4[CH:24]=[CH:25][C:26]([O:31][CH:32]([CH3:34])[CH3:33])=[C:27]([CH:30]=4)[C:28]#[N:29])=[N:20][CH:19]=3)[CH:14]=[CH:15][CH:16]=2)[CH2:11][CH2:10]1)(C(C)(C)C)(C)C.[F-].C([N+](CCCC)(CCCC)CCCC)CCC.